From a dataset of NCI-60 drug combinations with 297,098 pairs across 59 cell lines. Regression. Given two drug SMILES strings and cell line genomic features, predict the synergy score measuring deviation from expected non-interaction effect. (1) Drug 1: COC1=NC(=NC2=C1N=CN2C3C(C(C(O3)CO)O)O)N. Drug 2: CCC1=C2CN3C(=CC4=C(C3=O)COC(=O)C4(CC)O)C2=NC5=C1C=C(C=C5)O. Cell line: KM12. Synergy scores: CSS=16.6, Synergy_ZIP=-9.79, Synergy_Bliss=-5.52, Synergy_Loewe=-20.2, Synergy_HSA=-4.84. (2) Drug 1: CCC1=CC2CC(C3=C(CN(C2)C1)C4=CC=CC=C4N3)(C5=C(C=C6C(=C5)C78CCN9C7C(C=CC9)(C(C(C8N6C)(C(=O)OC)O)OC(=O)C)CC)OC)C(=O)OC.C(C(C(=O)O)O)(C(=O)O)O. Drug 2: CC1C(C(CC(O1)OC2CC(CC3=C2C(=C4C(=C3O)C(=O)C5=CC=CC=C5C4=O)O)(C(=O)C)O)N)O. Cell line: SK-MEL-5. Synergy scores: CSS=67.5, Synergy_ZIP=2.33, Synergy_Bliss=6.21, Synergy_Loewe=4.29, Synergy_HSA=7.61. (3) Drug 1: CC1=C2C(C(=O)C3(C(CC4C(C3C(C(C2(C)C)(CC1OC(=O)C(C(C5=CC=CC=C5)NC(=O)OC(C)(C)C)O)O)OC(=O)C6=CC=CC=C6)(CO4)OC(=O)C)OC)C)OC. Drug 2: CC1=C(C(=CC=C1)Cl)NC(=O)C2=CN=C(S2)NC3=CC(=NC(=N3)C)N4CCN(CC4)CCO. Cell line: HCT-15. Synergy scores: CSS=66.1, Synergy_ZIP=4.79, Synergy_Bliss=3.15, Synergy_Loewe=2.13, Synergy_HSA=5.18. (4) Drug 1: C1=CC=C(C(=C1)C(C2=CC=C(C=C2)Cl)C(Cl)Cl)Cl. Drug 2: C1CCC(C(C1)N)N.C(=O)(C(=O)[O-])[O-].[Pt+4]. Cell line: SK-MEL-28. Synergy scores: CSS=21.8, Synergy_ZIP=-4.65, Synergy_Bliss=2.26, Synergy_Loewe=1.58, Synergy_HSA=3.07.